Task: Predict the reactants needed to synthesize the given product.. Dataset: Full USPTO retrosynthesis dataset with 1.9M reactions from patents (1976-2016) (1) Given the product [F:12][C:13]1[CH:21]=[CH:20][C:19]([CH:22]=[O:23])=[CH:18][C:14]=1[C:15]([N:1]1[CH2:2][CH:3]([NH:5][C:6]2[N:7]=[N:8][CH:9]=[CH:10][CH:11]=2)[CH2:4]1)=[O:16], predict the reactants needed to synthesize it. The reactants are: [NH:1]1[CH2:4][CH:3]([NH:5][C:6]2[N:7]=[N:8][CH:9]=[CH:10][CH:11]=2)[CH2:2]1.[F:12][C:13]1[CH:21]=[CH:20][C:19]([CH:22]=[O:23])=[CH:18][C:14]=1[C:15](O)=[O:16].F[P-](F)(F)(F)(F)F.N1(OC(N(C)C)=[N+](C)C)C2C=CC=CC=2N=N1.C(N(CC)C(C)C)(C)C. (2) Given the product [C:1]([O:5][C:6]([N:8]1[CH2:14][CH2:13][C:12]2[CH:15]=[CH:16][C:17]([NH:19][S:20]([C:23]3[CH:28]=[CH:27][C:26]([CH2:29][OH:30])=[CH:25][CH:24]=3)(=[O:22])=[O:21])=[CH:18][C:11]=2[CH2:10][CH2:9]1)=[O:7])([CH3:4])([CH3:2])[CH3:3], predict the reactants needed to synthesize it. The reactants are: [C:1]([O:5][C:6]([N:8]1[CH2:14][CH2:13][C:12]2[CH:15]=[CH:16][C:17]([NH:19][S:20]([C:23]3[CH:28]=[CH:27][C:26]([C:29](O)=[O:30])=[CH:25][CH:24]=3)(=[O:22])=[O:21])=[CH:18][C:11]=2[CH2:10][CH2:9]1)=[O:7])([CH3:4])([CH3:3])[CH3:2].B.O1CCCC1. (3) The reactants are: [C:1]([C:3]1[CH:4]=[C:5]2[C:10](=[CH:11][C:12]=1[OH:13])[N:9]=[CH:8][CH:7]=[C:6]2[O:14][C:15]1[CH:20]=[CH:19][C:18]([NH:21][C:22]([NH:24][C:25]2[CH:30]=[CH:29][C:28]([F:31])=[CH:27][CH:26]=2)=[O:23])=[CH:17][CH:16]=1)#[N:2].Br[CH2:33][CH2:34][Cl:35].C(=O)([O-])[O-].[K+].[K+].O1CCCC1. Given the product [C:1]([C:3]1[CH:4]=[C:5]2[C:10](=[CH:11][C:12]=1[O:13][CH2:33][CH2:34][Cl:35])[N:9]=[CH:8][CH:7]=[C:6]2[O:14][C:15]1[CH:16]=[CH:17][C:18]([NH:21][C:22]([NH:24][C:25]2[CH:26]=[CH:27][C:28]([F:31])=[CH:29][CH:30]=2)=[O:23])=[CH:19][CH:20]=1)#[N:2], predict the reactants needed to synthesize it. (4) The reactants are: C([NH:5][S:6]([C:9]1[S:10][C:11]([C:14]2[CH:19]=[CH:18][CH:17]=[C:16]([C:20]3[N:25]=[C:24]([C:26]([F:29])([F:28])[F:27])[CH:23]=[C:22]([C:30]4[CH:31]=[N:32][C:33]([C:36]([F:39])([F:38])[F:37])=[CH:34][CH:35]=4)[N:21]=3)[CH:15]=2)=[CH:12][CH:13]=1)(=[O:8])=[O:7])(C)(C)C.C(O)(C(F)(F)F)=O. Given the product [F:29][C:26]([F:27])([F:28])[C:24]1[CH:23]=[C:22]([C:30]2[CH:31]=[N:32][C:33]([C:36]([F:39])([F:38])[F:37])=[CH:34][CH:35]=2)[N:21]=[C:20]([C:16]2[CH:15]=[C:14]([C:11]3[S:10][C:9]([S:6]([NH2:5])(=[O:8])=[O:7])=[CH:13][CH:12]=3)[CH:19]=[CH:18][CH:17]=2)[N:25]=1, predict the reactants needed to synthesize it. (5) Given the product [N:1]([N:5]1[C:11]2[CH:12]=[CH:13][CH:14]=[CH:15][C:10]=2[CH2:9][CH2:8][CH2:7][CH2:6]1)=[O:3], predict the reactants needed to synthesize it. The reactants are: [N:1]([O-:3])=O.[Na+].[NH:5]1[C:11]2[CH:12]=[CH:13][CH:14]=[CH:15][C:10]=2[CH2:9][CH2:8][CH2:7][CH2:6]1. (6) Given the product [CH2:6]=[C:1]1[CH2:25][CH:26]2[C:28](=[O:29])[CH:3]([CH2:4][CH2:27]2)[CH2:2]1, predict the reactants needed to synthesize it. The reactants are: [CH:1]1[CH:6]=C[C:4](P([C:2]2[CH:3]=[CH:4]C=[CH:6][CH:1]=2)[C:2]2[CH:3]=[CH:4]C=[CH:6][CH:1]=2)=[CH:3][CH:2]=1.C(OC(=O)O[CH2:25][C:26]([CH2:28][O:29]C(OCC)=O)=[CH2:27])C.C1(N2CCCC2)CCCC=1.O. (7) Given the product [CH3:1][O:2][C:3](=[O:13])[CH:4]([C:5]1[CH:10]=[CH:9][C:8]([F:11])=[CH:7][CH:6]=1)[NH:20][CH2:21][CH2:22][CH2:23][OH:24], predict the reactants needed to synthesize it. The reactants are: [CH3:1][O:2][C:3](=[O:13])[CH:4](Br)[C:5]1[CH:10]=[CH:9][C:8]([F:11])=[CH:7][CH:6]=1.C(=O)([O-])[O-].[K+].[K+].[NH2:20][CH2:21][CH2:22][CH2:23][OH:24]. (8) Given the product [ClH:12].[ClH:12].[CH:1]1([N:6]2[CH2:7][CH2:8][N:9]([C:13]3[N:14]=[N:15][C:16]([C:19]4[CH:24]=[CH:23][C:22]([O:25][CH3:26])=[C:21]([F:27])[CH:20]=4)=[CH:17][CH:18]=3)[CH2:10][CH2:11]2)[CH2:2][CH2:3][CH2:4][CH2:5]1, predict the reactants needed to synthesize it. The reactants are: [CH:1]1([N:6]2[CH2:11][CH2:10][NH:9][CH2:8][CH2:7]2)[CH2:5][CH2:4][CH2:3][CH2:2]1.[Cl:12][C:13]1[N:14]=[N:15][C:16]([C:19]2[CH:24]=[CH:23][C:22]([O:25][CH3:26])=[C:21]([F:27])[CH:20]=2)=[CH:17][CH:18]=1. (9) Given the product [ClH:44].[ClH:44].[F:31][C:29]([F:30])([F:32])[C:27]1[CH:28]=[C:23]([CH:24]=[C:25]([C:33]([F:36])([F:35])[F:34])[CH:26]=1)[CH2:22][N:20]([CH3:21])[CH2:19][C@@H:10]1[C@H:11]([C:13]2[CH:18]=[CH:17][CH:16]=[CH:15][CH:14]=2)[CH2:12][NH:8][CH2:9]1, predict the reactants needed to synthesize it. The reactants are: C(OC([N:8]1[CH2:12][C@@H:11]([C:13]2[CH:18]=[CH:17][CH:16]=[CH:15][CH:14]=2)[C@@H:10]([CH2:19][N:20]([C:22](=O)[C:23]2[CH:28]=[C:27]([C:29]([F:32])([F:31])[F:30])[CH:26]=[C:25]([C:33]([F:36])([F:35])[F:34])[CH:24]=2)[CH3:21])[CH2:9]1)=O)(C)(C)C.C1COCC1.B.[ClH:44].